Dataset: Peptide-MHC class I binding affinity with 185,985 pairs from IEDB/IMGT. Task: Regression. Given a peptide amino acid sequence and an MHC pseudo amino acid sequence, predict their binding affinity value. This is MHC class I binding data. (1) The peptide sequence is YVIGLLPQS. The MHC is HLA-A02:03 with pseudo-sequence HLA-A02:03. The binding affinity (normalized) is 0. (2) The peptide sequence is AAAQGQAPL. The MHC is HLA-B57:01 with pseudo-sequence HLA-B57:01. The binding affinity (normalized) is 0.0847. (3) The peptide sequence is LVSECSKDF. The MHC is HLA-B58:01 with pseudo-sequence HLA-B58:01. The binding affinity (normalized) is 0.0847. (4) The peptide sequence is LLKPGGVQW. The MHC is HLA-A02:01 with pseudo-sequence HLA-A02:01. The binding affinity (normalized) is 0.0847.